Dataset: Reaction yield outcomes from USPTO patents with 853,638 reactions. Task: Predict the reaction yield, written as a fraction of the theoretical maximum amount of product (1.0 means a 100% yield; for example, 0.34 means a 34% yield). (1) The reactants are [CH3:1][O-:2].[Na+].[CH3:4][C:5]1([CH3:23])[O:9][N:8]=[C:7]([S:10][CH2:11][C:12]2[C:13]([C:19]([F:22])([F:21])[F:20])=[N:14][N:15](C)[C:16]=2F)[CH2:6]1.O.[CH3:25]O. No catalyst specified. The product is [CH3:4][C:5]1([CH3:23])[O:9][N:8]=[C:7]([S:10][CH2:11][C:12]2[CH:13]([C:19]([F:22])([F:21])[F:20])[N:14]([CH3:25])[NH:15][C:16]=2[O:2][CH3:1])[CH2:6]1. The yield is 0.967. (2) The reactants are [NH:1]1[C:9]2[C:4](=[CH:5][CH:6]=[CH:7][CH:8]=2)[CH:3]=[C:2]1[C:10]([OH:12])=O.C(N=C=NCCCN(C)C)C.[CH3:24][O:25][C:26]1[CH:31]=[CH:30][CH:29]=[CH:28][C:27]=1[N:32]1[CH2:37][CH2:36][N:35]([CH2:38][CH2:39][CH2:40][CH2:41][NH2:42])[CH2:34][CH2:33]1. The catalyst is O1CCCC1. The product is [CH3:24][O:25][C:26]1[CH:31]=[CH:30][CH:29]=[CH:28][C:27]=1[N:32]1[CH2:33][CH2:34][N:35]([CH2:38][CH2:39][CH2:40][CH2:41][NH:42][C:10]([C:2]2[NH:1][C:9]3[C:4]([CH:3]=2)=[CH:5][CH:6]=[CH:7][CH:8]=3)=[O:12])[CH2:36][CH2:37]1. The yield is 0.510. (3) The reactants are [Cl:1][C:2]1[CH:3]=[C:4]([N:10]2[CH:22]([CH:23]3[CH2:27][CH2:26][CH2:25][CH2:24]3)[CH:21]3[C:12]([C:13]4[CH:14]=[CH:15][C:16]([C:28](OC)=[O:29])=[N:17][C:18]=4[CH2:19][CH2:20]3)=[N:11]2)[CH:5]=[CH:6][C:7]=1[C:8]#[N:9].[CH3:32][NH2:33]. The catalyst is C(O)C. The product is [Cl:1][C:2]1[CH:3]=[C:4]([N:10]2[CH:22]([CH:23]3[CH2:27][CH2:26][CH2:25][CH2:24]3)[CH:21]3[C:12]([C:13]4[CH:14]=[CH:15][C:16]([C:28]([NH:33][CH3:32])=[O:29])=[N:17][C:18]=4[CH2:19][CH2:20]3)=[N:11]2)[CH:5]=[CH:6][C:7]=1[C:8]#[N:9]. The yield is 0.913. (4) The reactants are [CH2:1]([O:3][C:4](=[O:13])[C:5]1[CH:10]=[C:9]([CH3:11])[C:8](Cl)=[N:7][CH:6]=1)[CH3:2].[NH2:14][C:15]1[CH:16]=[N:17][C:18]([CH3:21])=[CH:19][CH:20]=1.C(=O)([O-])[O-].[K+].[K+].CCOC(C)=O. The catalyst is C1(C)C=CC=CC=1.CC([O-])=O.CC([O-])=O.[Pd+2].C1C=CC(P(C2C(C3C(P(C4C=CC=CC=4)C4C=CC=CC=4)=CC=C4C=3C=CC=C4)=C3C(C=CC=C3)=CC=2)C2C=CC=CC=2)=CC=1. The product is [CH2:1]([O:3][C:4](=[O:13])[C:5]1[CH:10]=[C:9]([CH3:11])[C:8]([NH:14][C:15]2[CH:16]=[N:17][C:18]([CH3:21])=[CH:19][CH:20]=2)=[N:7][CH:6]=1)[CH3:2]. The yield is 1.00. (5) The reactants are [OH:1][C:2]1[CH:10]=[CH:9][C:5]([C:6](O)=[O:7])=[CH:4][N:3]=1.S(Cl)([Cl:13])=O. The catalyst is C(#N)C.N1C=CC=CC=1. The product is [OH:1][C:2]1[CH:10]=[CH:9][C:5]([C:6]([Cl:13])=[O:7])=[CH:4][N:3]=1. The yield is 0.700.